From a dataset of Full USPTO retrosynthesis dataset with 1.9M reactions from patents (1976-2016). Predict the reactants needed to synthesize the given product. (1) Given the product [N:1]12[CH2:8][CH2:7][CH:4]([CH2:5][CH2:6]1)[C@@H:3]([O:9][C:10]1[N:15]=[N:14][C:13]([C:16]3[CH:21]=[CH:20][C:19]([NH2:22])=[CH:18][CH:17]=3)=[CH:12][CH:11]=1)[CH2:2]2, predict the reactants needed to synthesize it. The reactants are: [N:1]12[CH2:8][CH2:7][CH:4]([CH2:5][CH2:6]1)[C@@H:3]([O:9][C:10]1[N:15]=[N:14][C:13]([C:16]3[CH:21]=[CH:20][C:19]([N:22]=C(C4C=CC=CC=4)C4C=CC=CC=4)=[CH:18][CH:17]=3)=[CH:12][CH:11]=1)[CH2:2]2.Cl. (2) Given the product [C:6]([CH2:7][NH:8][C:9]([C:11]1[C:16](=[O:17])[N:15]([CH3:18])[C:14]2[C:19]([CH3:25])=[C:20]([C:22]([OH:24])=[O:23])[S:21][C:13]=2[C:12]=1[OH:26])=[O:10])([OH:27])=[O:5], predict the reactants needed to synthesize it. The reactants are: C([O:5][C:6](=[O:27])[CH2:7][NH:8][C:9]([C:11]1[C:16](=[O:17])[N:15]([CH3:18])[C:14]2[C:19]([CH3:25])=[C:20]([C:22]([OH:24])=[O:23])[S:21][C:13]=2[C:12]=1[OH:26])=[O:10])(C)(C)C.BrC1SC2C(O)=C(C(NCC(OC(C)(C)C)=O)=O)C(=O)N(C)C=2C=1C.[C]=O. (3) Given the product [F:30][CH:2]([F:1])[O:3][C:4]1[CH:5]=[C:6]([CH:23]=[CH:24][C:25]=1[O:26][CH:27]([F:29])[F:28])[N:7]([CH2:8][C:9]1[CH:10]=[N:11][CH:12]=[CH:13][CH:14]=1)[C:15]1[CH:20]=[CH:19][CH:18]=[C:17]([C:21]2[NH:36][N:35]=[CH:33][N:22]=2)[CH:16]=1, predict the reactants needed to synthesize it. The reactants are: [F:1][CH:2]([F:30])[O:3][C:4]1[CH:5]=[C:6]([CH:23]=[CH:24][C:25]=1[O:26][CH:27]([F:29])[F:28])[N:7]([C:15]1[CH:20]=[CH:19][CH:18]=[C:17]([C:21]#[N:22])[CH:16]=1)[CH2:8][C:9]1[CH:10]=[N:11][CH:12]=[CH:13][CH:14]=1.[H-].[Na+].[CH:33]([NH:35][NH2:36])=O. (4) Given the product [F:1][C:2]1[CH:17]=[C:16]([N+:18]([O-:20])=[O:19])[CH:15]=[CH:14][C:3]=1[O:4][C:5]1[C:6]2[N:13]([CH2:23][O:24][CH3:25])[CH:12]=[CH:11][C:7]=2[N:8]=[CH:9][N:10]=1, predict the reactants needed to synthesize it. The reactants are: [F:1][C:2]1[CH:17]=[C:16]([N+:18]([O-:20])=[O:19])[CH:15]=[CH:14][C:3]=1[O:4][C:5]1[C:6]2[NH:13][CH:12]=[CH:11][C:7]=2[N:8]=[CH:9][N:10]=1.[H-].[Na+].[CH3:23][O:24][CH2:25]Cl.CO. (5) Given the product [C:1]([O:5][C:6](=[O:24])[NH:7][C:8]1[CH:13]=[C:12]([N:14]([CH:16]([CH3:17])[CH3:18])[CH3:15])[C:11]([C:19]([F:22])([F:21])[F:20])=[CH:10][C:9]=1[NH:23][C:30](=[O:29])[CH2:31][C:32]([C:34]1[CH:39]=[CH:38][N:37]=[C:36]([C:40]#[N:41])[CH:35]=1)=[O:33])([CH3:3])([CH3:4])[CH3:2], predict the reactants needed to synthesize it. The reactants are: [C:1]([O:5][C:6](=[O:24])[NH:7][C:8]1[CH:13]=[C:12]([N:14]([CH:16]([CH3:18])[CH3:17])[CH3:15])[C:11]([C:19]([F:22])([F:21])[F:20])=[CH:10][C:9]=1[NH2:23])([CH3:4])([CH3:3])[CH3:2].C([O:29][C:30](=O)[CH2:31][C:32]([C:34]1[CH:39]=[CH:38][N:37]=[C:36]([C:40]#[N:41])[CH:35]=1)=[O:33])(C)(C)C. (6) Given the product [F:1][C:2]1[CH:3]=[C:4]([CH:7]=[C:8]([F:11])[C:9]=1[O:10][CH3:12])[CH:5]=[O:6], predict the reactants needed to synthesize it. The reactants are: [F:1][C:2]1[CH:3]=[C:4]([CH:7]=[C:8]([F:11])[C:9]=1[OH:10])[CH:5]=[O:6].[C:12](=O)([O-])[O-].[K+].[K+].CI. (7) Given the product [CH:1]([NH:4][CH2:12][CH2:13][CH2:14][O:15][C:16]1[CH:21]=[CH:20][C:19]([C:22]2[CH:23]=[CH:24][C:25]([C:28]([O:30][CH2:31][CH3:32])=[O:29])=[CH:26][CH:27]=2)=[CH:18][C:17]=1[C:33]1[CH:42]=[CH:41][C:40]2[C:39]([CH3:44])([CH3:43])[CH2:38][CH2:37][C:36]([CH3:46])([CH3:45])[C:35]=2[CH:34]=1)([CH3:3])[CH3:2], predict the reactants needed to synthesize it. The reactants are: [CH:1]([NH2:4])([CH3:3])[CH3:2].C(=O)([O-])[O-].[K+].[K+].I[CH2:12][CH2:13][CH2:14][O:15][C:16]1[CH:21]=[CH:20][C:19]([C:22]2[CH:27]=[CH:26][C:25]([C:28]([O:30][CH2:31][CH3:32])=[O:29])=[CH:24][CH:23]=2)=[CH:18][C:17]=1[C:33]1[CH:42]=[CH:41][C:40]2[C:39]([CH3:44])([CH3:43])[CH2:38][CH2:37][C:36]([CH3:46])([CH3:45])[C:35]=2[CH:34]=1.O.